From a dataset of TCR-epitope binding with 47,182 pairs between 192 epitopes and 23,139 TCRs. Binary Classification. Given a T-cell receptor sequence (or CDR3 region) and an epitope sequence, predict whether binding occurs between them. The epitope is AVFDRKSDAK. The TCR CDR3 sequence is CASSLASGRSTEAFF. Result: 0 (the TCR does not bind to the epitope).